Dataset: Peptide-MHC class II binding affinity with 134,281 pairs from IEDB. Task: Regression. Given a peptide amino acid sequence and an MHC pseudo amino acid sequence, predict their binding affinity value. This is MHC class II binding data. (1) The peptide sequence is LMIMKSNQKNMFLKV. The MHC is DRB1_0301 with pseudo-sequence DRB1_0301. The binding affinity (normalized) is 0.899. (2) The peptide sequence is KEPIVGAETFYVDGA. The MHC is HLA-DQA10501-DQB10201 with pseudo-sequence HLA-DQA10501-DQB10201. The binding affinity (normalized) is 0.568. (3) The peptide sequence is GVLKNEFMSLAFDYW. The MHC is HLA-DPA10103-DPB10401 with pseudo-sequence HLA-DPA10103-DPB10401. The binding affinity (normalized) is 0.806.